Task: Predict the product of the given reaction.. Dataset: Forward reaction prediction with 1.9M reactions from USPTO patents (1976-2016) (1) Given the reactants [NH:1]1[CH2:4][CH:3]([C:5]2[CH:26]=[CH:25][C:8]3[C:9]4[N:10]=[C:11]([C:17]5[N:18]([CH:22]([CH3:24])[CH3:23])[N:19]=[CH:20][N:21]=5)[S:12][C:13]=4[CH2:14][CH2:15][O:16][C:7]=3[CH:6]=2)[CH2:2]1.C(N(C(C)C)CC)(C)C.[CH:36]([S:39](Cl)(=[O:41])=[O:40])([CH3:38])[CH3:37], predict the reaction product. The product is: [CH:22]([N:18]1[C:17]([C:11]2[S:12][C:13]3[CH2:14][CH2:15][O:16][C:7]4[CH:6]=[C:5]([CH:3]5[CH2:4][N:1]([S:39]([CH:36]([CH3:38])[CH3:37])(=[O:41])=[O:40])[CH2:2]5)[CH:26]=[CH:25][C:8]=4[C:9]=3[N:10]=2)=[N:21][CH:20]=[N:19]1)([CH3:24])[CH3:23]. (2) Given the reactants C(NC(C)C)(C)C.[Li]CCCC.[Br:13][C:14]1[C:18]([Br:19])=[CH:17][S:16][CH:15]=1.CN([CH:23]=[O:24])C, predict the reaction product. The product is: [Br:13][C:14]1[C:18]([Br:19])=[CH:17][S:16][C:15]=1[CH:23]=[O:24]. (3) Given the reactants [NH:1]1[C:9]2[C:4](=[CH:5][CH:6]=[CH:7][CH:8]=2)[C:3](=O)[C:2]1=[O:11].[F:12][C:13]1[CH:14]=[C:15]([C:20](=O)[CH3:21])[CH:16]=[CH:17][C:18]=1[F:19].[OH-:23].[K+], predict the reaction product. The product is: [F:12][C:13]1[CH:14]=[C:15]([C:20]2[CH:21]=[C:3]([C:2]([OH:11])=[O:23])[C:4]3[C:9](=[CH:8][CH:7]=[CH:6][CH:5]=3)[N:1]=2)[CH:16]=[CH:17][C:18]=1[F:19]. (4) The product is: [CH2:1]([C:8]1([C:13]2[CH:14]=[C:15]([CH:29]=[CH:30][CH:31]=2)[O:16][CH2:17][CH2:18][NH:19][S:20]([C:23]2[N:24]=[CH:25][N:26]([CH3:28])[CH:27]=2)(=[O:22])=[O:21])[CH2:12][CH2:11][N:10]([CH:33]([CH3:35])[CH3:32])[CH2:9]1)[C:2]1[CH:7]=[CH:6][CH:5]=[CH:4][CH:3]=1. Given the reactants [CH2:1]([C:8]1([C:13]2[CH:14]=[C:15]([CH:29]=[CH:30][CH:31]=2)[O:16][CH2:17][CH2:18][NH:19][S:20]([C:23]2[N:24]=[CH:25][N:26]([CH3:28])[CH:27]=2)(=[O:22])=[O:21])[CH2:12][CH2:11][NH:10][CH2:9]1)[C:2]1[CH:7]=[CH:6][CH:5]=[CH:4][CH:3]=1.[CH3:32][C:33]([CH3:35])=O.[O-]S([O-])(=O)=O.[Na+].[Na+].C(O[BH-](OC(=O)C)OC(=O)C)(=O)C.[Na+].C([O-])(O)=O.[Na+], predict the reaction product. (5) Given the reactants [Cl:1][C:2]1[N:3]=[C:4]([N:11]2[CH2:16][CH2:15][O:14][CH:13]([CH2:17][NH2:18])[CH2:12]2)[C:5]2[S:10][CH:9]=[CH:8][C:6]=2[N:7]=1.[CH3:19][C:20](OC(C)=O)=[O:21], predict the reaction product. The product is: [Cl:1][C:2]1[N:3]=[C:4]([N:11]2[CH2:16][CH2:15][O:14][CH:13]([CH2:17][NH:18][C:20](=[O:21])[CH3:19])[CH2:12]2)[C:5]2[S:10][CH:9]=[CH:8][C:6]=2[N:7]=1. (6) Given the reactants C([Si](C)(C)[O:6][CH2:7][C@H:8]([CH2:19][N:20]1[CH:25]=[C:24]([CH3:26])[C:23](=[O:27])[N:22](C(=O)C2C=CC=CC=2)[C:21]1=[O:36])[C@H:9]([O:11][Si](C(C)(C)C)(C)C)[CH3:10])(C)(C)C.CCCC[N+](CCCC)(CCCC)CCCC.[F-].[OH-].[Na+], predict the reaction product. The product is: [CH3:26][C:24]1[C:23](=[O:27])[NH:22][C:21](=[O:36])[N:20]([CH2:19][C@H:8]([C@H:9]([OH:11])[CH3:10])[CH2:7][OH:6])[CH:25]=1. (7) Given the reactants [C:1]([O:5][C:6]([NH:8][C@H:9]1[CH2:27][C:26]2[CH:28]=[C:22]([CH:23]=[CH:24][C:25]=2[OH:29])[C:21]2=[CH:30][C:17](=[CH:18][CH:19]=[CH:20]2)[CH2:16][C@@H:15]([CH2:31][C:32](O)=[O:33])[NH:14][C:13](=[O:35])[C@H:12]([CH2:36][CH2:37][CH2:38][NH:39][C:40]([O:42][C:43]([CH3:46])([CH3:45])[CH3:44])=[O:41])[NH:11][C:10]1=[O:47])=[O:7])([CH3:4])([CH3:3])[CH3:2].[NH2:48][CH2:49][C@@H:50]([NH:62][C:63]([O:65][C:66]([CH3:69])([CH3:68])[CH3:67])=[O:64])[CH2:51][CH2:52][CH2:53][NH:54][C:55](=[O:61])[O:56][C:57]([CH3:60])([CH3:59])[CH3:58].C(Cl)CCl.C1C=CC2N(O)N=NC=2C=1, predict the reaction product. The product is: [C:66]([O:65][C:63]([NH:62][C@@H:50]([CH2:51][CH2:52][CH2:53][NH:54][C:55]([O:56][C:57]([CH3:60])([CH3:59])[CH3:58])=[O:61])[CH2:49][NH:48][C:32](=[O:33])[CH2:31][C@H:15]1[NH:14][C:13](=[O:35])[C@H:12]([CH2:36][CH2:37][CH2:38][NH:39][C:40](=[O:41])[O:42][C:43]([CH3:46])([CH3:45])[CH3:44])[NH:11][C:10](=[O:47])[C@@H:9]([NH:8][C:6]([O:5][C:1]([CH3:3])([CH3:2])[CH3:4])=[O:7])[CH2:27][C:26]2[CH:28]=[C:22]([CH:23]=[CH:24][C:25]=2[OH:29])[C:21]2=[CH:30][C:17](=[CH:18][CH:19]=[CH:20]2)[CH2:16]1)=[O:64])([CH3:69])([CH3:68])[CH3:67]. (8) Given the reactants C(N(CC)CC)C.[CH:8](=[O:15])[C:9]1[CH:14]=[CH:13][CH:12]=[CH:11][CH:10]=1.[O:16]1[CH2:21][CH2:20][O:19][C:18]2[CH:22]=[C:23]([C:26](=[O:32])[CH2:27][CH2:28]N(C)C)[CH:24]=[CH:25][C:17]1=2, predict the reaction product. The product is: [O:16]1[CH2:21][CH2:20][O:19][C:18]2[CH:22]=[C:23]([C:26](=[O:32])[CH2:27][CH2:28][C:8]([C:9]3[CH:14]=[CH:13][CH:12]=[CH:11][CH:10]=3)=[O:15])[CH:24]=[CH:25][C:17]1=2. (9) Given the reactants Cl[C:2]1[N:7]=[C:6]([C:8]([NH:10][C:11]2[C:12]([CH3:22])=[C:13]([CH:18]=[CH:19][C:20]=2[CH3:21])[C:14]([O:16][CH3:17])=[O:15])=[O:9])[C:5]([CH3:23])=[CH:4][CH:3]=1.[C:24]([Si:28]([CH3:38])([CH3:37])[O:29][CH2:30][CH:31]1[CH2:36][CH2:35][CH2:34][NH:33][CH2:32]1)([CH3:27])([CH3:26])[CH3:25].C([O-])([O-])=O.[Cs+].[Cs+].COC1C=CC=C(OC)C=1C1C=CC=CC=1P(C1CCCCC1)C1CCCCC1, predict the reaction product. The product is: [Si:28]([O:29][CH2:30][CH:31]1[CH2:36][CH2:35][CH2:34][N:33]([C:2]2[N:7]=[C:6]([C:8]([NH:10][C:11]3[C:12]([CH3:22])=[C:13]([CH:18]=[CH:19][C:20]=3[CH3:21])[C:14]([O:16][CH3:17])=[O:15])=[O:9])[C:5]([CH3:23])=[CH:4][CH:3]=2)[CH2:32]1)([C:24]([CH3:27])([CH3:26])[CH3:25])([CH3:38])[CH3:37].